Dataset: NCI-60 drug combinations with 297,098 pairs across 59 cell lines. Task: Regression. Given two drug SMILES strings and cell line genomic features, predict the synergy score measuring deviation from expected non-interaction effect. (1) Synergy scores: CSS=51.0, Synergy_ZIP=-2.61, Synergy_Bliss=-4.17, Synergy_Loewe=-9.22, Synergy_HSA=-4.29. Drug 2: CN(C(=O)NC(C=O)C(C(C(CO)O)O)O)N=O. Drug 1: CC12CCC3C(C1CCC2=O)CC(=C)C4=CC(=O)C=CC34C. Cell line: K-562. (2) Drug 1: C1=NC2=C(N1)C(=S)N=C(N2)N. Drug 2: CC(C)NC(=O)C1=CC=C(C=C1)CNNC.Cl. Cell line: NCI/ADR-RES. Synergy scores: CSS=21.7, Synergy_ZIP=-7.48, Synergy_Bliss=-0.717, Synergy_Loewe=-20.4, Synergy_HSA=-3.56. (3) Drug 1: C1=CC(=CC=C1CCC2=CNC3=C2C(=O)NC(=N3)N)C(=O)NC(CCC(=O)O)C(=O)O. Drug 2: CCC(=C(C1=CC=CC=C1)C2=CC=C(C=C2)OCCN(C)C)C3=CC=CC=C3.C(C(=O)O)C(CC(=O)O)(C(=O)O)O. Cell line: TK-10. Synergy scores: CSS=25.5, Synergy_ZIP=0.959, Synergy_Bliss=-2.36, Synergy_Loewe=-5.47, Synergy_HSA=-1.83.